This data is from Peptide-MHC class I binding affinity with 185,985 pairs from IEDB/IMGT. The task is: Regression. Given a peptide amino acid sequence and an MHC pseudo amino acid sequence, predict their binding affinity value. This is MHC class I binding data. (1) The peptide sequence is NALEKALRW. The MHC is HLA-A24:03 with pseudo-sequence HLA-A24:03. The binding affinity (normalized) is 0.0847. (2) The MHC is HLA-B39:01 with pseudo-sequence HLA-B39:01. The peptide sequence is FLMRNAIQY. The binding affinity (normalized) is 0.0847. (3) The peptide sequence is LPPVVAKEI. The MHC is HLA-A01:01 with pseudo-sequence HLA-A01:01. The binding affinity (normalized) is 0. (4) The peptide sequence is YLYIMRVMA. The MHC is HLA-A02:02 with pseudo-sequence HLA-A02:02. The binding affinity (normalized) is 0.391. (5) The peptide sequence is SEGKDTPGGY. The MHC is HLA-B40:02 with pseudo-sequence HLA-B40:02. The binding affinity (normalized) is 0.